From a dataset of Catalyst prediction with 721,799 reactions and 888 catalyst types from USPTO. Predict which catalyst facilitates the given reaction. Reactant: O[O:2][S:3]([O-:5])=O.[K+].O.CS[C:10]1[CH:11]=[C:12]([CH:16]=[C:17]([C:19]([F:22])([F:21])[F:20])[N:18]=1)[C:13]([OH:15])=[O:14].[C:23](O)(=O)CC(CC(O)=O)(C(O)=O)O. Product: [CH3:23][S:3]([C:10]1[CH:11]=[C:12]([CH:16]=[C:17]([C:19]([F:22])([F:20])[F:21])[N:18]=1)[C:13]([OH:15])=[O:14])(=[O:5])=[O:2]. The catalyst class is: 191.